From a dataset of Drug-target binding data from BindingDB using IC50 measurements. Regression. Given a target protein amino acid sequence and a drug SMILES string, predict the binding affinity score between them. We predict pIC50 (pIC50 = -log10(IC50 in M); higher means more potent). Dataset: bindingdb_ic50. The compound is CCCS(=O)(=O)Nc1ccc(F)c(Nc2ncccc2-c2ncnc3[nH]cnc23)c1Cl. The target is CKENALLRYLLDKDD. The pIC50 is 7.0.